From a dataset of Reaction yield outcomes from USPTO patents with 853,638 reactions. Predict the reaction yield, written as a fraction of the theoretical maximum amount of product (1.0 means a 100% yield; for example, 0.34 means a 34% yield). The reactants are [CH3:1][O:2][C:3]1[CH:14]=[CH:13][C:6]2[NH:7][C:8]([C:10]([OH:12])=O)=[N:9][C:5]=2[CH:4]=1.[Cl:15][C:16]1[CH:21]=[CH:20][C:19]([NH:22][C:23]([CH:25]2[CH2:30][CH2:29][CH2:28][NH:27][CH2:26]2)=[O:24])=[CH:18][CH:17]=1.Cl.CN(C)CCCN=C=NCC.C(N(CC)C(C)C)(C)C. The catalyst is C1COCC1.CN(C)C1C=CN=CC=1.ClCCl. The product is [Cl:15][C:16]1[CH:17]=[CH:18][C:19]([NH:22][C:23]([CH:25]2[CH2:30][CH2:29][CH2:28][N:27]([C:10]([C:8]3[NH:9][C:5]4[CH:4]=[C:3]([O:2][CH3:1])[CH:14]=[CH:13][C:6]=4[N:7]=3)=[O:12])[CH2:26]2)=[O:24])=[CH:20][CH:21]=1. The yield is 0.230.